Dataset: Peptide-MHC class I binding affinity with 185,985 pairs from IEDB/IMGT. Task: Regression. Given a peptide amino acid sequence and an MHC pseudo amino acid sequence, predict their binding affinity value. This is MHC class I binding data. (1) The peptide sequence is AAPPPQRAA. The MHC is HLA-A02:03 with pseudo-sequence HLA-A02:03. The binding affinity (normalized) is 0.0380. (2) The peptide sequence is RTSKTSLER. The MHC is HLA-A01:01 with pseudo-sequence HLA-A01:01. The binding affinity (normalized) is 0. (3) The peptide sequence is TSTLQEQIAW. The MHC is HLA-B46:01 with pseudo-sequence HLA-B46:01. The binding affinity (normalized) is 0.354. (4) The peptide sequence is QSPKKTGMLE. The MHC is Mamu-A01 with pseudo-sequence Mamu-A01. The binding affinity (normalized) is 0.493.